From a dataset of Reaction yield outcomes from USPTO patents with 853,638 reactions. Predict the reaction yield, written as a fraction of the theoretical maximum amount of product (1.0 means a 100% yield; for example, 0.34 means a 34% yield). (1) The reactants are Br[C:2]1[CH:3]=[C:4]([F:9])[C:5]([Cl:8])=[N:6][CH:7]=1.[Cl-].[Li+].[CH:12]([Mg]Cl)([CH3:14])[CH3:13].C(Br)C=C. The catalyst is C1COCC1.[Cu]I. The product is [CH2:14]([C:2]1[CH:3]=[C:4]([F:9])[C:5]([Cl:8])=[N:6][CH:7]=1)[CH:12]=[CH2:13]. The yield is 0.770. (2) The reactants are [CH3:1][O:2][C:3]1[CH:8]=[CH:7][N:6]=[C:5]2[N:9]([CH2:25][O:26]CC[Si](C)(C)C)[N:10]=[C:11]([CH:12]3[CH2:17][CH2:16][N:15](C(OC(C)(C)C)=O)[CH2:14][CH2:13]3)[C:4]=12.C(O)(C(F)(F)F)=O. The catalyst is C(Cl)Cl. The product is [CH3:1][O:2][C:3]1[CH:8]=[CH:7][N:6]=[C:5]2[N:9]([CH2:25][OH:26])[N:10]=[C:11]([CH:12]3[CH2:17][CH2:16][NH:15][CH2:14][CH2:13]3)[C:4]=12. The yield is 1.00.